Predict which catalyst facilitates the given reaction. From a dataset of Catalyst prediction with 721,799 reactions and 888 catalyst types from USPTO. (1) Reactant: [CH3:1][O:2][C:3](=[O:21])[C:4]([CH3:20])([CH3:19])[CH2:5][CH:6]1[CH2:11][CH2:10][N:9](C(OC(C)(C)C)=O)[CH2:8][CH2:7]1.FC(F)(F)C(O)=O. Product: [CH3:1][O:2][C:3](=[O:21])[C:4]([CH3:19])([CH3:20])[CH2:5][CH:6]1[CH2:11][CH2:10][NH:9][CH2:8][CH2:7]1. The catalyst class is: 2. (2) Reactant: [CH3:1][S:2](Cl)(=[O:4])=[O:3].[Cl:6][C:7]1[O:11][C:10]([CH:12]2[C:17]3=[C:18]4[N:31]([CH3:32])[C:30](=[O:33])[N:29]([CH3:34])[C:28](=[O:35])[C:19]4=[C:20]([C:21]4[CH:26]=[CH:25][CH:24]=[C:23]([F:27])[CH:22]=4)[N:16]3[CH2:15][C@H:14]([CH2:36][OH:37])[O:13]2)=[CH:9][CH:8]=1.C(N(CC)CC)C. Product: [CH3:1][S:2]([O:37][CH2:36][C@@H:14]1[O:13][CH:12]([C:10]2[O:11][C:7]([Cl:6])=[CH:8][CH:9]=2)[C:17]2=[C:18]3[N:31]([CH3:32])[C:30](=[O:33])[N:29]([CH3:34])[C:28](=[O:35])[C:19]3=[C:20]([C:21]3[CH:26]=[CH:25][CH:24]=[C:23]([F:27])[CH:22]=3)[N:16]2[CH2:15]1)(=[O:4])=[O:3]. The catalyst class is: 79. (3) Reactant: [NH2:1][CH2:2][CH2:3][NH:4][C:5]([C@H:7]1[CH2:12][CH2:11][C@H:10]([C:13]2[NH:17][C:16]([C:18]3[CH:23]=[CH:22][CH:21]=[CH:20][CH:19]=3)=[N:15][N:14]=2)[CH2:9][CH2:8]1)=[O:6].[C:24]1([N:30]2[CH:34]=[C:33]([C:35](O)=[O:36])[C:32]([C:38]([F:41])([F:40])[F:39])=[N:31]2)[CH:29]=[CH:28][CH:27]=[CH:26][CH:25]=1.CCN=C=NCCCN(C)C.Cl.C1C=CC2N(O)N=NC=2C=1.O.C(N(CC)CC)C. Product: [C:24]1([N:30]2[CH:34]=[C:33]([C:35]([NH:1][CH2:2][CH2:3][NH:4][C:5]([C@H:7]3[CH2:8][CH2:9][C@H:10]([C:13]4[NH:17][C:16]([C:18]5[CH:19]=[CH:20][CH:21]=[CH:22][CH:23]=5)=[N:15][N:14]=4)[CH2:11][CH2:12]3)=[O:6])=[O:36])[C:32]([C:38]([F:40])([F:41])[F:39])=[N:31]2)[CH:25]=[CH:26][CH:27]=[CH:28][CH:29]=1. The catalyst class is: 59. (4) Reactant: [CH3:1][O:2][C:3]([C:5]1[N:6]([CH3:19])[C:7]2[C:12]([CH:13]=1)=[C:11]([N+:14]([O-])=O)[C:10]([O:17][CH3:18])=[CH:9][CH:8]=2)=[O:4].C([O-])=O.[NH4+]. Product: [CH3:1][O:2][C:3]([C:5]1[N:6]([CH3:19])[C:7]2[C:12]([CH:13]=1)=[C:11]([NH2:14])[C:10]([O:17][CH3:18])=[CH:9][CH:8]=2)=[O:4]. The catalyst class is: 19. (5) Reactant: [F:1][C:2]1[CH:3]=[C:4]([NH:9][C:10]([NH:12][C:13](=[O:22])[CH2:14][C:15]2[CH:20]=[CH:19][C:18]([F:21])=[CH:17][CH:16]=2)=[S:11])[CH:5]=[CH:6][C:7]=1[OH:8].Cl[C:24]1[C:25]2[CH:32]=[CH:31][NH:30][C:26]=2[N:27]=[CH:28][N:29]=1.N12CCN(CC1)CC2. Product: [N:27]1[CH:26]2[NH:30][CH:31]=[CH:32][CH:25]2[C:24]([O:8][C:7]2[CH:6]=[CH:5][C:4]([NH:9][C:10]([NH:12][C:13](=[O:22])[CH2:14][C:15]3[CH:16]=[CH:17][C:18]([F:21])=[CH:19][CH:20]=3)=[S:11])=[CH:3][C:2]=2[F:1])=[N:29][CH:28]=1. The catalyst class is: 23. (6) Reactant: [CH2:1]([O:3][C:4](=[O:26])[CH2:5][C@@H:6]([N:10](CC1C=CC=CC=1)[C@H](C1C=CC=CC=1)C)[CH2:7][CH2:8][CH3:9])[CH3:2]. Product: [CH2:1]([O:3][C:4](=[O:26])[CH2:5][C@@H:6]([NH2:10])[CH2:7][CH2:8][CH3:9])[CH3:2]. The catalyst class is: 320.